This data is from Catalyst prediction with 721,799 reactions and 888 catalyst types from USPTO. The task is: Predict which catalyst facilitates the given reaction. Reactant: C([O:3][C:4]([C:6]1[S:7][C:8]([CH:11]([O:13][C:14]2[CH:19]=[C:18]([CH3:20])[C:17]([C:21]3[CH:26]=[CH:25][C:24]([C:27]([F:30])([F:29])[F:28])=[CH:23][CH:22]=3)=[C:16]([CH3:31])[CH:15]=2)[CH3:12])=[CH:9][CH:10]=1)=[O:5])C.[OH-].[Li+].Cl. Product: [CH3:20][C:18]1[CH:19]=[C:14]([O:13][CH:11]([C:8]2[S:7][C:6]([C:4]([OH:5])=[O:3])=[CH:10][CH:9]=2)[CH3:12])[CH:15]=[C:16]([CH3:31])[C:17]=1[C:21]1[CH:22]=[CH:23][C:24]([C:27]([F:28])([F:29])[F:30])=[CH:25][CH:26]=1. The catalyst class is: 1.